Dataset: Full USPTO retrosynthesis dataset with 1.9M reactions from patents (1976-2016). Task: Predict the reactants needed to synthesize the given product. (1) Given the product [Cl:1][C:2]1[CH:3]=[C:4]([CH:5]2[C:6]3([C:14](=[O:15])[C:13]4[C:8](=[CH:9][CH:10]=[CH:11][CH:12]=4)[C:7]3=[O:16])[O:21]2)[CH:17]=[CH:18][C:19]=1[Cl:20], predict the reactants needed to synthesize it. The reactants are: [Cl:1][C:2]1[CH:3]=[C:4]([CH:17]=[CH:18][C:19]=1[Cl:20])[CH:5]=[C:6]1[C:14](=[O:15])[C:13]2[C:8](=[CH:9][CH:10]=[CH:11][CH:12]=2)[C:7]1=[O:16].[OH:21]O.[OH-].[Na+].O. (2) Given the product [ClH:43].[NH2:28][C:9]1[NH:8][C:12]([C:13]2[CH:14]=[CH:15][C:16]([NH:19][C:20](=[O:27])[CH2:21][CH2:22][CH2:23][CH2:24][CH2:25][CH3:26])=[CH:17][CH:18]=2)=[CH:11][N:10]=1, predict the reactants needed to synthesize it. The reactants are: C(OC([N:8]1[C:12]([C:13]2[CH:18]=[CH:17][C:16]([NH:19][C:20](=[O:27])[CH2:21][CH2:22][CH2:23][CH2:24][CH2:25][CH3:26])=[CH:15][CH:14]=2)=[CH:11][N:10]=[C:9]1[NH2:28])=O)(C)(C)C.FC(F)(F)C(O)=O.C1(C)C=CC=CC=1.[Cl:43]CCl.